This data is from M1 muscarinic receptor agonist screen with 61,833 compounds. The task is: Binary Classification. Given a drug SMILES string, predict its activity (active/inactive) in a high-throughput screening assay against a specified biological target. (1) The drug is FC(F)(F)C1(NC(=O)C(C)(C)C)c2c(NC1=O)n(Cc1occc1)c(=O)[nH]c2=O. The result is 0 (inactive). (2) The compound is S(=O)(=O)(NCCN(CC)c1ccccc1)c1cc2sc(=O)[nH]c2cc1. The result is 0 (inactive). (3) The molecule is S(Cc1c(onc1C)C)c1[nH]c2c(n1)cccc2. The result is 0 (inactive). (4) The molecule is o1c(NCCN(C)C)c(nc1COc1cc(ccc1)C)C#N. The result is 0 (inactive). (5) The compound is S(c1nc(nc2c1cccc2)C)CCC(O)=O. The result is 0 (inactive). (6) The compound is o1c2c(c(c1C(=O)Nc1c(OC)cc(OC)cc1)C)cc(c(c2)C)C. The result is 0 (inactive). (7) The molecule is O\C(=C1/C(N(CCCN(C)C)C(=O)C1=O)c1c(OC)c(OC)ccc1)c1n2c(nc1C)c(ccc2)C. The result is 0 (inactive). (8) The molecule is O(c1ccc(N2Cc3c(C2)cccc3)cc1)CC. The result is 0 (inactive).